From a dataset of Full USPTO retrosynthesis dataset with 1.9M reactions from patents (1976-2016). Predict the reactants needed to synthesize the given product. (1) The reactants are: [C:1]([C:3]1[CH:8]=[CH:7][C:6]([C:9]2[CH:10]=[N:11][N:12]([CH2:22][C:23]([NH:25][CH2:26][CH2:27]Br)=[O:24])[C:13]=2[C:14]2[CH:19]=[CH:18][C:17]([C:20]#[N:21])=[CH:16][CH:15]=2)=[CH:5][CH:4]=1)#[N:2].[CH2:29]([NH:31][C:32]([N:34]1[CH2:41][CH:40]2[CH2:42][CH:36]([CH2:37][NH:38][CH2:39]2)[CH2:35]1)=[O:33])[CH3:30].C([O-])([O-])=O.[K+].[K+]. Given the product [C:1]([C:3]1[CH:8]=[CH:7][C:6]([C:9]2[CH:10]=[N:11][N:12]([CH2:22][C:23]([NH:25][CH2:26][CH2:27][N:38]3[CH2:37][CH:36]4[CH2:42][CH:40]([CH2:41][N:34]([C:32]([NH:31][CH2:29][CH3:30])=[O:33])[CH2:35]4)[CH2:39]3)=[O:24])[C:13]=2[C:14]2[CH:19]=[CH:18][C:17]([C:20]#[N:21])=[CH:16][CH:15]=2)=[CH:5][CH:4]=1)#[N:2], predict the reactants needed to synthesize it. (2) Given the product [Cl-:25].[CH:1]1([NH:4][C:5](=[O:24])[CH:6]([OH:23])[CH:7]([NH3+:15])[CH2:8][C:9]2[CH:14]=[CH:13][CH:12]=[CH:11][CH:10]=2)[CH2:2][CH2:3]1, predict the reactants needed to synthesize it. The reactants are: [CH:1]1([NH:4][C:5](=[O:24])[CH:6]([OH:23])[CH:7]([NH:15]C(=O)OC(C)(C)C)[CH2:8][C:9]2[CH:14]=[CH:13][CH:12]=[CH:11][CH:10]=2)[CH2:3][CH2:2]1.[ClH:25].CO. (3) Given the product [CH3:11][S:8]([C:4]1[CH:3]=[C:2]([C:36]#[C:35][Si:32]([CH3:34])([CH3:33])[CH3:31])[CH:7]=[CH:6][CH:5]=1)(=[O:10])=[O:9], predict the reactants needed to synthesize it. The reactants are: Br[C:2]1[CH:7]=[CH:6][CH:5]=[C:4]([S:8]([CH3:11])(=[O:10])=[O:9])[CH:3]=1.C1(P(C2C=CC=CC=2)C2C=CC=CC=2)C=CC=CC=1.[CH3:31][Si:32]([C:35]#[CH:36])([CH3:34])[CH3:33]. (4) Given the product [ClH:62].[NH2:8][CH2:9][C@H:10]1[CH2:15][CH2:14][C@H:13]([C:16]([NH:18][C@H:19]([C:49](=[O:61])[NH:50][C:51]2[CH:59]=[C:58]3[C:54]([C:55](=[O:60])[NH:56][NH:57]3)=[CH:53][CH:52]=2)[CH2:20][C:21]2[CH:26]=[CH:25][C:24]([C:27]3[CH:32]=[CH:31][C:30]([C:33]([NH:35][C@H:36]4[CH2:40][CH2:39][NH:38][CH2:37]4)=[O:34])=[CH:29][C:28]=3[CH3:48])=[CH:23][CH:22]=2)=[O:17])[CH2:12][CH2:11]1, predict the reactants needed to synthesize it. The reactants are: C(OC([NH:8][CH2:9][C@H:10]1[CH2:15][CH2:14][C@H:13]([C:16]([NH:18][C@H:19]([C:49](=[O:61])[NH:50][C:51]2[CH:59]=[C:58]3[C:54]([C:55](=[O:60])[NH:56][NH:57]3)=[CH:53][CH:52]=2)[CH2:20][C:21]2[CH:26]=[CH:25][C:24]([C:27]3[CH:32]=[CH:31][C:30]([C:33]([NH:35][C@H:36]4[CH2:40][CH2:39][N:38](C(OC(C)(C)C)=O)[CH2:37]4)=[O:34])=[CH:29][C:28]=3[CH3:48])=[CH:23][CH:22]=2)=[O:17])[CH2:12][CH2:11]1)=O)(C)(C)C.[ClH:62]. (5) Given the product [NH2:30][CH2:29][CH:24]1[CH2:25][CH2:26][CH2:27][CH2:28][N:23]1[C:21]1[C:20]([F:38])=[CH:19][N:18]=[C:17]([NH:16][C:13]2[CH:12]=[CH:11][C:10]([N:7]3[CH2:8][CH2:9][N:4]([C:1](=[O:3])[CH3:2])[CH2:5][CH2:6]3)=[CH:15][CH:14]=2)[N:22]=1, predict the reactants needed to synthesize it. The reactants are: [C:1]([N:4]1[CH2:9][CH2:8][N:7]([C:10]2[CH:15]=[CH:14][C:13]([NH:16][C:17]3[N:22]=[C:21]([N:23]4[CH2:28][CH2:27][CH2:26][CH2:25][CH:24]4[CH2:29][NH:30]C(=O)OC(C)(C)C)[C:20]([F:38])=[CH:19][N:18]=3)=[CH:12][CH:11]=2)[CH2:6][CH2:5]1)(=[O:3])[CH3:2]. (6) Given the product [NH2:5][C:4]1[C:3]2[C:2](=[CH:9][CH:8]=[CH:7][C:6]=2[O:10][C@@H:11]2[CH2:16][C@H:15]([CH3:17])[CH2:14][CH2:13][C@H:12]2[CH:18]([CH3:20])[CH3:19])[N:1]=[C:22]([CH3:29])[C:23]=1[C:24]([O:26][CH2:27][CH3:28])=[O:25], predict the reactants needed to synthesize it. The reactants are: [NH2:1][C:2]1[CH:9]=[CH:8][CH:7]=[C:6]([O:10][C@@H:11]2[CH2:16][C@H:15]([CH3:17])[CH2:14][CH2:13][C@H:12]2[CH:18]([CH3:20])[CH3:19])[C:3]=1[C:4]#[N:5].O=[C:22]([CH3:29])[CH2:23][C:24]([O:26][CH2:27][CH3:28])=[O:25].